Dataset: Reaction yield outcomes from USPTO patents with 853,638 reactions. Task: Predict the reaction yield, written as a fraction of the theoretical maximum amount of product (1.0 means a 100% yield; for example, 0.34 means a 34% yield). (1) The reactants are [H-].[Na+].[OH:3][CH:4]1[CH2:9][CH2:8][N:7]([CH3:10])[CH2:6][CH2:5]1.[Br:11][C:12]1[CH:17]=[C:16](F)[CH:15]=[C:14]([Br:19])[CH:13]=1.O. The catalyst is CN(C=O)C. The product is [Br:11][C:12]1[CH:17]=[C:16]([CH:15]=[C:14]([Br:19])[CH:13]=1)[O:3][CH:4]1[CH2:9][CH2:8][N:7]([CH3:10])[CH2:6][CH2:5]1. The yield is 0.540. (2) The reactants are Cl[CH2:2][C:3](=[O:5])[CH3:4].[Cl:6][C:7]1[CH:12]=[CH:11][C:10]([SH:13])=[CH:9][CH:8]=1.[OH-].[Na+]. The catalyst is O. The product is [Cl:6][C:7]1[CH:12]=[CH:11][C:10]([S:13][CH2:2][C:3](=[O:5])[CH3:4])=[CH:9][CH:8]=1. The yield is 0.990. (3) The reactants are C(OC(=O)[NH:10][CH2:11][CH2:12][O:13][Si:14]([C:27]([CH3:30])([CH3:29])[CH3:28])([C:21]1[CH:26]=[CH:25][CH:24]=[CH:23][CH:22]=1)[C:15]1[CH:20]=[CH:19][CH:18]=[CH:17][CH:16]=1)C1C=CC=CC=1. The catalyst is CO.[OH-].[OH-].[Pd+2]. The product is [Si:14]([O:13][CH2:12][CH2:11][NH2:10])([C:27]([CH3:29])([CH3:30])[CH3:28])([C:21]1[CH:22]=[CH:23][CH:24]=[CH:25][CH:26]=1)[C:15]1[CH:16]=[CH:17][CH:18]=[CH:19][CH:20]=1. The yield is 0.720. (4) The reactants are N[C:2]1[CH:11]=[CH:10][C:9]2[C:4](=[CH:5][C:6]([Br:12])=[CH:7][CH:8]=2)[CH:3]=1.Cl.N([O-])=O.[Na+].[F:18][B-](F)(F)F.[Na+]. The catalyst is C(OC)(C)(C)C.C(OCC)C. The product is [Br:12][C:6]1[CH:5]=[C:4]2[C:9]([CH:10]=[CH:11][CH:2]=[C:3]2[F:18])=[CH:8][CH:7]=1. The yield is 0.850. (5) The reactants are Cl[C:2]1[N:3]([CH2:10][C:11]([OH:31])([CH3:30])[CH2:12][N:13]2[N:17]=[C:16]([C:18]3[CH:23]=[CH:22][C:21]([O:24][C:25]([F:28])([F:27])[F:26])=[CH:20][CH:19]=3)[O:15][C:14]2=[O:29])[CH:4]=[C:5]([N+:7]([O-:9])=[O:8])[N:6]=1.[H-].[Na+]. The catalyst is O1CCOCC1. The product is [CH3:30][C:11]1([CH2:12][N:13]2[N:17]=[C:16]([C:18]3[CH:23]=[CH:22][C:21]([O:24][C:25]([F:28])([F:27])[F:26])=[CH:20][CH:19]=3)[O:15][C:14]2=[O:29])[O:31][C:2]2=[N:6][C:5]([N+:7]([O-:9])=[O:8])=[CH:4][N:3]2[CH2:10]1. The yield is 0.480. (6) The reactants are [CH:1]1([C:7]2[CH:12]=[CH:11][C:10](/[CH:13]=[CH:14]/[C:15]([O:17][CH3:18])=[O:16])=[CH:9][CH:8]=2)[CH2:6][CH2:5][CH2:4][CH2:3][CH2:2]1.[CH3:19]S(C)(=O)=C. The catalyst is CS(C)=O. The product is [CH:1]1([C:7]2[CH:8]=[CH:9][C:10]([CH:13]3[CH2:19][CH:14]3[C:15]([O:17][CH3:18])=[O:16])=[CH:11][CH:12]=2)[CH2:2][CH2:3][CH2:4][CH2:5][CH2:6]1. The yield is 0.470.